From a dataset of Full USPTO retrosynthesis dataset with 1.9M reactions from patents (1976-2016). Predict the reactants needed to synthesize the given product. (1) Given the product [CH2:28]([C:2]1[C:3]([O:21][CH3:22])=[N:4][C:5]([C:17]([F:20])([F:19])[F:18])=[CH:6][C:7]=1[CH2:8][O:9][Si:10]([C:13]([CH3:16])([CH3:15])[CH3:14])([CH3:12])[CH3:11])[CH:23]=[CH2:24], predict the reactants needed to synthesize it. The reactants are: Br[C:2]1[C:3]([O:21][CH3:22])=[N:4][C:5]([C:17]([F:20])([F:19])[F:18])=[CH:6][C:7]=1[CH2:8][O:9][Si:10]([C:13]([CH3:16])([CH3:15])[CH3:14])([CH3:12])[CH3:11].[C:23]1(C)[CH:28]=CC=C[CH:24]=1. (2) Given the product [Br:3][C:4]1[CH:5]=[C:6]2[C:11](=[CH:12][CH:13]=1)[N:10]=[CH:9][C:8]([C:14]([OH:16])=[O:15])=[C:7]2[OH:19], predict the reactants needed to synthesize it. The reactants are: [OH-].[Na+].[Br:3][C:4]1[CH:5]=[C:6]2[C:11](=[CH:12][CH:13]=1)[N:10]=[CH:9][C:8]([C:14]([O:16]CC)=[O:15])=[C:7]2[OH:19].